Dataset: Catalyst prediction with 721,799 reactions and 888 catalyst types from USPTO. Task: Predict which catalyst facilitates the given reaction. (1) Reactant: [Li+].[OH-].C[O:4][C:5](=[O:26])[CH:6]=[CH:7][C:8]1[CH:9]=[C:10]2[C:14](=[CH:15][CH:16]=1)[N:13]([S:17]([C:20]1[CH:25]=[CH:24][CH:23]=[CH:22][CH:21]=1)(=[O:19])=[O:18])[CH:12]=[CH:11]2. Product: [C:20]1([S:17]([N:13]2[C:14]3[C:10](=[CH:9][C:8]([CH:7]=[CH:6][C:5]([OH:26])=[O:4])=[CH:16][CH:15]=3)[CH:11]=[CH:12]2)(=[O:19])=[O:18])[CH:21]=[CH:22][CH:23]=[CH:24][CH:25]=1. The catalyst class is: 12. (2) The catalyst class is: 1. Product: [Cl:1][C:2]1[CH:21]=[CH:20][C:5]([O:6][C@H:7]2[C@@H:11]([OH:12])[CH2:10][N:9]([C:13]([O:15][C:16]([CH3:18])([CH3:19])[CH3:17])=[O:14])[CH2:8]2)=[CH:4][C:3]=1[F:22]. Reactant: [Cl:1][C:2]1[CH:21]=[CH:20][C:5]([O:6][CH:7]2[C:11](=[O:12])[CH2:10][N:9]([C:13]([O:15][C:16]([CH3:19])([CH3:18])[CH3:17])=[O:14])[CH2:8]2)=[CH:4][C:3]=1[F:22].CCC(C)[BH-](C(C)CC)C(C)CC.[Li+]. (3) Reactant: Br[C:2]1[CH:11]=[CH:10][C:9]2[C:4](=[CH:5][CH:6]=[C:7]([F:12])[CH:8]=2)[C:3]=1[CH:13]=[O:14].[CH3:15][Sn](C)(C)C. Product: [CH3:15][C:2]1[CH:11]=[CH:10][C:9]2[C:4](=[CH:5][CH:6]=[C:7]([F:12])[CH:8]=2)[C:3]=1[CH:13]=[O:14]. The catalyst class is: 109. (4) Reactant: [ClH:1].[F:2][C:3]1[CH:8]=[CH:7][C:6]([C@@H:9]([N:11]2[CH2:16][CH2:15][CH2:14]/[C:13](=[CH:17]\[C:18]3[CH:23]=[CH:22][C:21]([N:24]4[CH:28]=[C:27]([CH3:29])[N:26]=[CH:25]4)=[C:20]([O:30][CH3:31])[CH:19]=3)/[C:12]2=[O:32])[CH3:10])=[CH:5][CH:4]=1. Product: [OH2:30].[ClH:1].[ClH:1].[F:2][C:3]1[CH:8]=[CH:7][C:6]([C@@H:9]([N:11]2[CH2:16][CH2:15][CH2:14]/[C:13](=[CH:17]\[C:18]3[CH:23]=[CH:22][C:21]([N:24]4[CH:28]=[C:27]([CH3:29])[N:26]=[CH:25]4)=[C:20]([O:30][CH3:31])[CH:19]=3)/[C:12]2=[O:32])[CH3:10])=[CH:5][CH:4]=1. The catalyst class is: 13. (5) Reactant: Br[C:2]1[CH:3]=[C:4]([NH:8][C:9]2[C:10]3[CH:18]=[CH:17][C:16]([CH3:19])=[N:15][C:11]=3[N:12]=[CH:13][N:14]=2)[CH:5]=[CH:6][CH:7]=1.[CH2:20]=[CH:21][C:22]1[CH:27]=[CH:26][CH:25]=[CH:24][CH:23]=1.C1(C)C=CC=CC=1P(C1C=CC=CC=1C)C1C=CC=CC=1C.C(N(CC)CC)C. Product: [CH3:19][C:16]1[CH:17]=[CH:18][C:10]2[C:9]([NH:8][C:4]3[CH:5]=[CH:6][CH:7]=[C:2]([CH:20]=[CH:21][C:22]4[CH:27]=[CH:26][CH:25]=[CH:24][CH:23]=4)[CH:3]=3)=[N:14][CH:13]=[N:12][C:11]=2[N:15]=1. The catalyst class is: 613. (6) Reactant: [CH2:1]([O:3][P:4]([CH2:9][CH2:10][NH:11][CH2:12][C:13]([CH3:36])=[CH:14][CH2:15][C:16]1[C:17]([O:29][CH2:30][CH2:31][Si:32]([CH3:35])([CH3:34])[CH3:33])=[C:18]2[C:22](=[C:23]([CH3:27])[C:24]=1[O:25][CH3:26])[CH2:21][O:20][C:19]2=[O:28])(=[O:8])[O:5][CH2:6][CH3:7])[CH3:2].[C:37](OC(=O)C)(=[O:39])[CH3:38]. Product: [CH2:1]([O:3][P:4]([CH2:9][CH2:10][N:11]([C:37](=[O:39])[CH3:38])[CH2:12][C:13]([CH3:36])=[CH:14][CH2:15][C:16]1[C:17]([O:29][CH2:30][CH2:31][Si:32]([CH3:33])([CH3:34])[CH3:35])=[C:18]2[C:22](=[C:23]([CH3:27])[C:24]=1[O:25][CH3:26])[CH2:21][O:20][C:19]2=[O:28])(=[O:8])[O:5][CH2:6][CH3:7])[CH3:2]. The catalyst class is: 15. (7) Reactant: [Cl:1][C:2]1[CH:3]=[C:4]2[C:8](=[CH:9][CH:10]=1)[N:7]([CH2:11][CH2:12][CH2:13][S:14]([CH3:17])(=[O:16])=[O:15])[C:6]([C:18](OCC)=[O:19])=[CH:5]2.[H-].[Al+3].[Li+].[H-].[H-].[H-]. Product: [Cl:1][C:2]1[CH:3]=[C:4]2[C:8](=[CH:9][CH:10]=1)[N:7]([CH2:11][CH2:12][CH2:13][S:14]([CH3:17])(=[O:16])=[O:15])[C:6]([CH2:18][OH:19])=[CH:5]2. The catalyst class is: 1.